This data is from Reaction yield outcomes from USPTO patents with 853,638 reactions. The task is: Predict the reaction yield, written as a fraction of the theoretical maximum amount of product (1.0 means a 100% yield; for example, 0.34 means a 34% yield). The reactants are [NH2:1][C:2]1[CH:10]=[C:9]([O:11][CH3:12])[CH:8]=[C:7]([O:13][CH3:14])[C:3]=1[C:4]([NH2:6])=[O:5].[Cl:15][C:16]1[CH:23]=[CH:22][C:19]([CH:20]=O)=[C:18]([F:24])[CH:17]=1.OS([O-])=O.[Na+]. The catalyst is CN(C)C(=O)C. The product is [Cl:15][C:16]1[CH:23]=[CH:22][C:19]([C:20]2[NH:6][C:4](=[O:5])[C:3]3[C:2](=[CH:10][C:9]([O:11][CH3:12])=[CH:8][C:7]=3[O:13][CH3:14])[N:1]=2)=[C:18]([F:24])[CH:17]=1. The yield is 0.430.